This data is from Forward reaction prediction with 1.9M reactions from USPTO patents (1976-2016). The task is: Predict the product of the given reaction. (1) Given the reactants COC1C=CC([C@@H]([NH:11][C@@H:12]2[C:20]3[C:15](=[CH:16][C:17]([C:21]([O:23][CH3:24])=[O:22])=[CH:18][CH:19]=3)[CH2:14][CH2:13]2)C)=CC=1.FC(F)(F)C(O)=O.CC1C(C)=C(C)C(C)=C(C)C=1, predict the reaction product. The product is: [NH2:11][C@@H:12]1[C:20]2[C:15](=[CH:16][C:17]([C:21]([O:23][CH3:24])=[O:22])=[CH:18][CH:19]=2)[CH2:14][CH2:13]1. (2) Given the reactants [F:1][C:2]([F:18])([F:17])[C:3]1[O:7][N:6]=[C:5]([C:8]2[S:12][C:11]([C:13]([OH:15])=O)=[CH:10][CH:9]=2)[C:4]=1[CH3:16].[CH2:19]([NH2:22])[C:20]#[CH:21], predict the reaction product. The product is: [CH2:19]([NH:22][C:13]([C:11]1[S:12][C:8]([C:5]2[C:4]([CH3:16])=[C:3]([C:2]([F:1])([F:18])[F:17])[O:7][N:6]=2)=[CH:9][CH:10]=1)=[O:15])[C:20]#[CH:21]. (3) Given the reactants CC(C)([O-])C.[CH2:6]([P:9]([C:14]1[CH:19]=[CH:18][C:17]([NH2:20])=[CH:16][CH:15]=1)([CH2:11][CH2:12][CH3:13])=[O:10])[CH2:7][CH3:8].Cl[C:22]1[N:30]=[C:29]([I:31])[N:28]=[C:27]2[C:23]=1[N:24]=[CH:25][N:26]2[CH:32]1[CH2:37][CH2:36][CH2:35][CH2:34][O:33]1, predict the reaction product. The product is: [CH2:6]([P:9]([C:14]1[CH:15]=[CH:16][C:17]([NH:20][C:22]2[N:30]=[C:29]([I:31])[N:28]=[C:27]3[C:23]=2[N:24]=[CH:25][N:26]3[CH:32]2[CH2:37][CH2:36][CH2:35][CH2:34][O:33]2)=[CH:18][CH:19]=1)([CH2:11][CH2:12][CH3:13])=[O:10])[CH2:7][CH3:8]. (4) Given the reactants [N+:1]([C:4]1[CH:5]=[C:6]([CH:11]=[CH:12][C:13]=1Cl)[C:7]([O:9][CH3:10])=[O:8])([O-:3])=[O:2].C([O-])(=O)C.[Na+].[CH3:20][NH2:21].C(Cl)(Cl)Cl.C(Cl)(Cl)(Cl)Cl, predict the reaction product. The product is: [CH3:20][NH:21][C:13]1[CH:12]=[CH:11][C:6]([C:7]([O:9][CH3:10])=[O:8])=[CH:5][C:4]=1[N+:1]([O-:3])=[O:2]. (5) Given the reactants [Cl:1][C:2]1[N:7]=[C:6](Cl)[C:5]([N+:9]([O-:11])=[O:10])=[CH:4][N:3]=1.[I:12][C:13]1[CH:18]=[CH:17][C:16]([NH2:19])=[CH:15][CH:14]=1.C(N(CC)CC)C, predict the reaction product. The product is: [Cl:1][C:2]1[N:7]=[C:6]([NH:19][C:16]2[CH:17]=[CH:18][C:13]([I:12])=[CH:14][CH:15]=2)[C:5]([N+:9]([O-:11])=[O:10])=[CH:4][N:3]=1. (6) Given the reactants [NH2:1][C:2]1[N:7]=[C:6]([N:8]2[CH2:22][CH2:21][C:11]3([CH2:15][NH:14][C@H:13]([C:16]([O:18][CH2:19][CH3:20])=[O:17])[CH2:12]3)[CH2:10][CH2:9]2)[CH:5]=[C:4]([O:23][C@H:24]([C:29]2[CH:34]=[CH:33][C:32]([Br:35])=[CH:31][C:30]=2[C:36]2[CH:41]=[CH:40][CH:39]=[CH:38][CH:37]=2)[C:25]([F:28])([F:27])[F:26])[N:3]=1.[CH3:42][C:43]([O:46][C:47](O[C:47]([O:46][C:43]([CH3:45])([CH3:44])[CH3:42])=[O:48])=[O:48])([CH3:45])[CH3:44].CCN(CC)CC, predict the reaction product. The product is: [NH2:1][C:2]1[N:7]=[C:6]([N:8]2[CH2:22][CH2:21][C:11]3([CH2:15][N:14]([C:47]([O:46][C:43]([CH3:45])([CH3:44])[CH3:42])=[O:48])[C@H:13]([C:16]([O:18][CH2:19][CH3:20])=[O:17])[CH2:12]3)[CH2:10][CH2:9]2)[CH:5]=[C:4]([O:23][C@H:24]([C:29]2[CH:34]=[CH:33][C:32]([Br:35])=[CH:31][C:30]=2[C:36]2[CH:41]=[CH:40][CH:39]=[CH:38][CH:37]=2)[C:25]([F:28])([F:27])[F:26])[N:3]=1. (7) Given the reactants CCCC[N+](CCCC)(CCCC)CCCC.O.O.O.[F-].[Si]([O:29][C@H:30]([CH2:41][CH3:42])[C:31]([NH:33][C:34]1[CH:39]=[CH:38][C:37]([CH3:40])=[CH:36][N:35]=1)=[O:32])(C(C)(C)C)(C)C.O.CCOC(C)=O, predict the reaction product. The product is: [OH:29][C@H:30]([CH2:41][CH3:42])[C:31]([NH:33][C:34]1[CH:39]=[CH:38][C:37]([CH3:40])=[CH:36][N:35]=1)=[O:32].